Predict the reaction yield, written as a fraction of the theoretical maximum amount of product (1.0 means a 100% yield; for example, 0.34 means a 34% yield). From a dataset of Reaction yield outcomes from USPTO patents with 853,638 reactions. (1) The reactants are Br[C:2]1[C:3]([C:13]2[CH:18]=[CH:17][C:16]([F:19])=[CH:15][CH:14]=2)=[N:4][N:5]2[C:10]([O:11][CH3:12])=[CH:9][CH:8]=[CH:7][C:6]=12.[F:20][C:21]1[CH:26]=[C:25](B(O)O)[CH:24]=[CH:23][N:22]=1.C(=O)([O-])[O-].[Na+].[Na+]. The catalyst is CN(C)C=O.Cl[Pd](Cl)([P](C1C=CC=CC=1)(C1C=CC=CC=1)C1C=CC=CC=1)[P](C1C=CC=CC=1)(C1C=CC=CC=1)C1C=CC=CC=1. The product is [F:19][C:16]1[CH:17]=[CH:18][C:13]([C:3]2[C:2]([C:25]3[CH:24]=[CH:23][N:22]=[C:21]([F:20])[CH:26]=3)=[C:6]3[CH:7]=[CH:8][CH:9]=[C:10]([O:11][CH3:12])[N:5]3[N:4]=2)=[CH:14][CH:15]=1. The yield is 0.580. (2) The reactants are [CH2:1]([NH2:6])[CH2:2][CH2:3][CH2:4][CH3:5].[C:7]1([C:13]([C:39]2[CH:44]=[CH:43][CH:42]=[CH:41][CH:40]=2)([C:33]2[CH:38]=[CH:37][CH:36]=[CH:35][CH:34]=2)[N:14]2[C:18]([C:19]3[CH:24]=[CH:23][CH:22]=[CH:21][C:20]=3[C:25]3[CH:30]=[CH:29][C:28]([CH2:31]Br)=[CH:27][CH:26]=3)=[N:17][N:16]=[N:15]2)[CH:12]=[CH:11][CH:10]=[CH:9][CH:8]=1.[CH3:45][C:46]1[CH:51]=[C:50]([CH3:52])[CH:49]=[C:48]([CH3:53])[C:47]=1[NH:54][C:55](=O)[O:56]C1C=CC=CC=1. The catalyst is C(N(CC)CC)C. The product is [CH2:1]([N:6]([CH2:31][C:28]1[CH:29]=[CH:30][C:25]([C:20]2[CH:21]=[CH:22][CH:23]=[CH:24][C:19]=2[C:18]2[N:14]([C:13]([C:7]3[CH:12]=[CH:11][CH:10]=[CH:9][CH:8]=3)([C:39]3[CH:44]=[CH:43][CH:42]=[CH:41][CH:40]=3)[C:33]3[CH:38]=[CH:37][CH:36]=[CH:35][CH:34]=3)[N:15]=[N:16][N:17]=2)=[CH:26][CH:27]=1)[C:55](=[O:56])[NH:54][C:47]1[C:48]([CH3:53])=[CH:49][C:50]([CH3:52])=[CH:51][C:46]=1[CH3:45])[CH2:2][CH2:3][CH2:4][CH3:5]. The yield is 0.220.